From a dataset of Reaction yield outcomes from USPTO patents with 853,638 reactions. Predict the reaction yield, written as a fraction of the theoretical maximum amount of product (1.0 means a 100% yield; for example, 0.34 means a 34% yield). (1) The reactants are [CH2:1]([N:3]([CH2:15][CH3:16])[CH2:4][CH2:5][CH2:6][O:7][C:8]1[CH:13]=[CH:12][C:11]([NH2:14])=[CH:10][CH:9]=1)[CH3:2].[F:17][C:18]1[CH:19]=[C:20]2[C:24](=[CH:25][CH:26]=1)[NH:23][C:22](=[O:27])[C:21]2=[CH:28]O. No catalyst specified. The product is [CH2:15]([N:3]([CH2:1][CH3:2])[CH2:4][CH2:5][CH2:6][O:7][C:8]1[CH:9]=[CH:10][C:11]([NH:14][CH:28]=[C:21]2[C:20]3[C:24](=[CH:25][CH:26]=[C:18]([F:17])[CH:19]=3)[NH:23][C:22]2=[O:27])=[CH:12][CH:13]=1)[CH3:16]. The yield is 0.410. (2) The reactants are [Cl:1][C:2]1[C:11]2[C:6](=[CH:7][C:8]([O:14][CH2:15][CH:16]3[CH2:21][CH2:20][N:19]([CH3:22])[CH2:18][CH2:17]3)=[C:9]([O:12][CH3:13])[CH:10]=2)[N:5]=[CH:4][N:3]=1.[NH2:23][C:24]1[CH:25]=[C:26]2[C:30](=[CH:31][CH:32]=1)[NH:29][C:28]([CH3:33])=[C:27]2[CH3:34].Cl. The catalyst is C(O)(C)C. The product is [ClH:1].[CH3:33][C:28]1[NH:29][C:30]2[C:26]([C:27]=1[CH3:34])=[CH:25][C:24]([NH:23][C:2]1[C:11]3[C:6](=[CH:7][C:8]([O:14][CH2:15][CH:16]4[CH2:21][CH2:20][N:19]([CH3:22])[CH2:18][CH2:17]4)=[C:9]([O:12][CH3:13])[CH:10]=3)[N:5]=[CH:4][N:3]=1)=[CH:32][CH:31]=2. The yield is 0.740. (3) The reactants are C[O:2][C:3]([C:5]1[CH:6]=[C:7]2[C:11](=[CH:12][CH:13]=1)[N:10]([C:14]1[CH:19]=[C:18]([Cl:20])[N:17]=[CH:16][N:15]=1)[CH2:9][CH2:8]2)=[O:4].O1CCCC1.O.[OH-].[Li+]. The catalyst is O. The product is [Cl:20][C:18]1[N:17]=[CH:16][N:15]=[C:14]([N:10]2[C:11]3[C:7](=[CH:6][C:5]([C:3]([OH:4])=[O:2])=[CH:13][CH:12]=3)[CH2:8][CH2:9]2)[CH:19]=1. The yield is 0.700. (4) The reactants are [CH3:1][NH:2][C@H:3]1[C:11]2[C:6](=[CH:7][CH:8]=[C:9]([C:12]([O:14][CH3:15])=[O:13])[CH:10]=2)[CH2:5][CH2:4]1.[CH:16]1([CH2:21][CH2:22][C:23](Cl)=[O:24])[CH2:20][CH2:19][CH2:18][CH2:17]1. The catalyst is C(Cl)Cl. The product is [CH:16]1([CH2:21][CH2:22][C:23]([N:2]([C@H:3]2[C:11]3[C:6](=[CH:7][CH:8]=[C:9]([C:12]([O:14][CH3:15])=[O:13])[CH:10]=3)[CH2:5][CH2:4]2)[CH3:1])=[O:24])[CH2:20][CH2:19][CH2:18][CH2:17]1. The yield is 0.580. (5) The reactants are [CH:1]1([C:7]2[C:8]3[CH:34]=[CH:33][C:32]([C:35]([O:37][CH3:38])=[O:36])=[CH:31][C:9]=3[N:10]3[C:16]=2[C:15]2[CH:17]=[CH:18][CH:19]=[C:20]([NH:21][CH2:22][C:23](=[O:30])[N:24]4[CH2:29][CH2:28][CH2:27][CH2:26][CH2:25]4)[C:14]=2[O:13][CH2:12][CH2:11]3)[CH2:6][CH2:5][CH2:4][CH2:3][CH2:2]1.[CH:39](=O)[CH2:40][CH3:41].C(O[BH-](OC(=O)C)OC(=O)C)(=O)C.[Na+].C(=O)([O-])O.[Na+]. The catalyst is C(Cl)(Cl)Cl.O.C(O)(=O)C. The product is [CH:1]1([C:7]2[C:8]3[CH:34]=[CH:33][C:32]([C:35]([O:37][CH3:38])=[O:36])=[CH:31][C:9]=3[N:10]3[C:16]=2[C:15]2[CH:17]=[CH:18][CH:19]=[C:20]([N:21]([CH2:22][C:23](=[O:30])[N:24]4[CH2:29][CH2:28][CH2:27][CH2:26][CH2:25]4)[CH2:39][CH2:40][CH3:41])[C:14]=2[O:13][CH2:12][CH2:11]3)[CH2:6][CH2:5][CH2:4][CH2:3][CH2:2]1. The yield is 0.990. (6) The reactants are [NH2:1][C:2]1[CH:3]=[CH:4][CH:5]=[C:6]2[C:11]=1[CH:10]=[C:9]([OH:12])[CH:8]=[CH:7]2.[C:13]([O:17][C:18](O[C:18]([O:17][C:13]([CH3:16])([CH3:15])[CH3:14])=[O:19])=[O:19])([CH3:16])([CH3:15])[CH3:14].C(=O)([O-])[O-].[Na+].[Na+]. The catalyst is O1CCCC1.ClCCl. The product is [OH:12][C:9]1[CH:10]=[C:11]2[C:6]([CH:5]=[CH:4][CH:3]=[C:2]2[NH:1][C:18](=[O:19])[O:17][C:13]([CH3:16])([CH3:15])[CH3:14])=[CH:7][CH:8]=1. The yield is 1.00.